From a dataset of Retrosynthesis with 50K atom-mapped reactions and 10 reaction types from USPTO. Predict the reactants needed to synthesize the given product. (1) Given the product CC(C)(C)OC(=O)NCCc1ccc(N)cc1I, predict the reactants needed to synthesize it. The reactants are: CC(C)(C)OC(=O)NCCc1ccc([N+](=O)[O-])cc1I. (2) Given the product CCC(C)c1cc(C)[nH]c(=O)c1CN, predict the reactants needed to synthesize it. The reactants are: CCC(C)c1cc(C)[nH]c(=O)c1C#N. (3) Given the product COc1ccc2c(CO)nnc(NC3CCN(Cc4ccc5ccccc5c4)CC3)c2c1, predict the reactants needed to synthesize it. The reactants are: COc1ccc2c(COCc3ccccc3)nnc(NC3CCN(Cc4ccc5ccccc5c4)CC3)c2c1. (4) Given the product O=CCOc1ccc(CCO)cc1, predict the reactants needed to synthesize it. The reactants are: CCOC(COc1ccc(CCO)cc1)OCC. (5) Given the product O=C1NCCN[C@@H]1Cc1ccccc1, predict the reactants needed to synthesize it. The reactants are: COC(=O)[C@@H](Cc1ccccc1)NCCN. (6) Given the product COC(=O)CC1CC(COCc2ccccc2)C1, predict the reactants needed to synthesize it. The reactants are: COC(=O)C=C1CC(COCc2ccccc2)C1. (7) The reactants are: CCN(CC)CCCOc1ccc(N)cc1.Cc1cccc2c1C(=CO)C(=O)N2. Given the product CCN(CC)CCCOc1ccc(NC=C2C(=O)Nc3cccc(C)c32)cc1, predict the reactants needed to synthesize it. (8) Given the product CCOC(=O)c1noc(-c2ccc(C(F)(F)F)cc2)c1CNC(C)C, predict the reactants needed to synthesize it. The reactants are: CC(C)N.CCOC(=O)c1noc(-c2ccc(C(F)(F)F)cc2)c1CBr. (9) The reactants are: N[C@H]1CC[C@H](CCN2CCCC2)CC1.O=C(O)c1ccc(S(=O)(=O)Nc2ccccc2C(=O)c2ccc(Cl)cc2Cl)cc1. Given the product O=C(N[C@H]1CC[C@H](CCN2CCCC2)CC1)c1ccc(S(=O)(=O)Nc2ccccc2C(=O)c2ccc(Cl)cc2Cl)cc1, predict the reactants needed to synthesize it. (10) Given the product C[C@@H](CO[Si](C)(C)C(C)(C)C)n1ccc2cncnc21, predict the reactants needed to synthesize it. The reactants are: C[C@@H](CO[Si](C)(C)C(C)(C)C)n1ccc2c(Cl)ncnc21.